From a dataset of Forward reaction prediction with 1.9M reactions from USPTO patents (1976-2016). Predict the product of the given reaction. (1) Given the reactants [CH:1]([C:3]1[CH:18]=[CH:17][C:6]([O:7][C:8]2[CH:16]=[CH:15][C:11]([C:12]([NH2:14])=[O:13])=[CH:10][N:9]=2)=[CH:5][CH:4]=1)=O.[CH2:19]([N:26]1[CH2:30][CH2:29][C@H:28]([NH2:31])[CH2:27]1)[C:20]1[CH:25]=[CH:24][CH:23]=[CH:22][CH:21]=1.[BH4-].[Na+], predict the reaction product. The product is: [CH2:19]([N:26]1[CH2:30][CH2:29][C@H:28]([NH:31][CH2:1][C:3]2[CH:18]=[CH:17][C:6]([O:7][C:8]3[CH:16]=[CH:15][C:11]([C:12]([NH2:14])=[O:13])=[CH:10][N:9]=3)=[CH:5][CH:4]=2)[CH2:27]1)[C:20]1[CH:21]=[CH:22][CH:23]=[CH:24][CH:25]=1. (2) Given the reactants [C:1]([O:5][C:6]([N:8]1[CH2:11][CH:10]([NH:12][CH:13]2[C:21]3[C:16](=[CH:17][C:18]([F:22])=[CH:19][CH:20]=3)[CH2:15][CH2:14]2)[CH2:9]1)=[O:7])([CH3:4])([CH3:3])[CH3:2].C(N(CC)CC)C.[F:30][C:31]([F:42])([F:41])[C:32](O[C:32](=[O:33])[C:31]([F:42])([F:41])[F:30])=[O:33], predict the reaction product. The product is: [C:1]([O:5][C:6]([N:8]1[CH2:9][CH:10]([N:12]([CH:13]2[C:21]3[C:16](=[CH:17][C:18]([F:22])=[CH:19][CH:20]=3)[CH2:15][CH2:14]2)[C:32](=[O:33])[C:31]([F:42])([F:41])[F:30])[CH2:11]1)=[O:7])([CH3:4])([CH3:2])[CH3:3]. (3) Given the reactants [NH2:1][CH2:2][C:3]1[N:8]=[C:7]([CH2:9][N:10]([CH2:21][C:22]2[CH:27]=[CH:26][C:25]([Cl:28])=[CH:24][CH:23]=2)[CH2:11][C:12]([O:14][CH2:15][CH2:16][Si:17]([CH3:20])([CH3:19])[CH3:18])=[O:13])[CH:6]=[CH:5][CH:4]=1.CCN(C(C)C)C(C)C.[OH:38][C@H:39](/[CH:52]=[CH:53]/[CH2:54][CH2:55][S:56][C:57]([C:70]1[CH:75]=[CH:74][CH:73]=[CH:72][CH:71]=1)([C:64]1[CH:69]=[CH:68][CH:67]=[CH:66][CH:65]=1)[C:58]1[CH:63]=[CH:62][CH:61]=[CH:60][CH:59]=1)[CH2:40][C:41](N1[C@H](C(C)C)CSC1=S)=[O:42], predict the reaction product. The product is: [Cl:28][C:25]1[CH:24]=[CH:23][C:22]([CH2:21][N:10]([CH2:9][C:7]2[CH:6]=[CH:5][CH:4]=[C:3]([CH2:2][NH:1][C:41](=[O:42])[CH2:40][C@H:39]([OH:38])/[CH:52]=[CH:53]/[CH2:54][CH2:55][S:56][C:57]([C:70]3[CH:75]=[CH:74][CH:73]=[CH:72][CH:71]=3)([C:58]3[CH:59]=[CH:60][CH:61]=[CH:62][CH:63]=3)[C:64]3[CH:69]=[CH:68][CH:67]=[CH:66][CH:65]=3)[N:8]=2)[CH2:11][C:12]([O:14][CH2:15][CH2:16][Si:17]([CH3:19])([CH3:20])[CH3:18])=[O:13])=[CH:27][CH:26]=1. (4) Given the reactants [CH3:1][C:2]1([C:7]2[O:11][C:10]([CH2:12][N:13]3[N:17]=[C:16]([NH2:18])[CH:15]=[N:14]3)=[CH:9][CH:8]=2)[O:6]CCO1.[CH2:19]([C:26]1[O:27][C:28]([C:34]2[CH:39]=[CH:38][CH:37]=[CH:36][CH:35]=2)=[C:29]([C:31](O)=[O:32])[N:30]=1)[C:20]1[CH:25]=[CH:24][CH:23]=[CH:22][CH:21]=1, predict the reaction product. The product is: [C:2]([C:7]1[O:11][C:10]([CH2:12][N:13]2[N:17]=[C:16]([NH:18][C:31]([C:29]3[N:30]=[C:26]([CH2:19][C:20]4[CH:25]=[CH:24][CH:23]=[CH:22][CH:21]=4)[O:27][C:28]=3[C:34]3[CH:39]=[CH:38][CH:37]=[CH:36][CH:35]=3)=[O:32])[CH:15]=[N:14]2)=[CH:9][CH:8]=1)(=[O:6])[CH3:1]. (5) Given the reactants [Br:1][C:2]1[C:3]([C:13]2[CH:18]=[CH:17][CH:16]=[CH:15][CH:14]=2)=[CH:4][C:5]2[NH:10][C:9](=[O:11])[CH2:8][O:7][C:6]=2[N:12]=1.I[CH2:20][CH3:21].C(=O)([O-])[O-].[K+].[K+], predict the reaction product. The product is: [Br:1][C:2]1[C:3]([C:13]2[CH:18]=[CH:17][CH:16]=[CH:15][CH:14]=2)=[CH:4][C:5]2[N:10]([CH2:20][CH3:21])[C:9](=[O:11])[CH2:8][O:7][C:6]=2[N:12]=1. (6) Given the reactants [Cl:1][C:2]1[CH:3]=[CH:4][C:5]([N+:11]([O-:13])=[O:12])=[C:6]([CH:10]=1)[C:7]([OH:9])=O.C(Cl)(=O)C(Cl)=O.CCN(C(C)C)C(C)C.[CH3:29][O:30][C:31]1[CH:32]=[C:33]([NH2:45])[CH:34]=[CH:35][C:36]=1[O:37][CH2:38][CH2:39][N:40]1[CH2:44][CH2:43][CH2:42][CH2:41]1, predict the reaction product. The product is: [Cl:1][C:2]1[CH:3]=[CH:4][C:5]([N+:11]([O-:13])=[O:12])=[C:6]([CH:10]=1)[C:7]([NH:45][C:33]1[CH:34]=[CH:35][C:36]([O:37][CH2:38][CH2:39][N:40]2[CH2:41][CH2:42][CH2:43][CH2:44]2)=[C:31]([O:30][CH3:29])[CH:32]=1)=[O:9].